Task: Predict the reaction yield, written as a fraction of the theoretical maximum amount of product (1.0 means a 100% yield; for example, 0.34 means a 34% yield).. Dataset: Reaction yield outcomes from USPTO patents with 853,638 reactions (1) The reactants are [CH3:1][NH:2][C:3]1[N:8]=[C:7]2[N:9]([CH2:18][C@H:19]3[CH2:24][CH2:23][C@H:22]([NH:25]C(=O)OC(C)(C)C)[CH2:21][CH2:20]3)[N:10]=[C:11]([C:12]3[CH:17]=[CH:16][CH:15]=[CH:14][CH:13]=3)[C:6]2=[CH:5][N:4]=1. The catalyst is C(Cl)Cl. The product is [NH2:25][C@H:22]1[CH2:21][CH2:20][C@H:19]([CH2:18][N:9]2[C:7]3=[N:8][C:3]([NH:2][CH3:1])=[N:4][CH:5]=[C:6]3[C:11]([C:12]3[CH:17]=[CH:16][CH:15]=[CH:14][CH:13]=3)=[N:10]2)[CH2:24][CH2:23]1. The yield is 0.800. (2) The reactants are [ClH:1].[NH2:2][C:3]1[N:8]=[CH:7][C:6](/[CH:9]=[CH:10]/[C:11]([OH:13])=O)=[CH:5][C:4]=1[CH2:14][N:15]1[CH2:20][CH2:19][N:18]([CH3:21])[CH2:17][CH2:16]1.Cl.[CH3:23][N:24]1CC2C=C(/C=C/C(O)=O)C=NC=2NC(=O)C1.[CH2:41]([O:43][C:44]1[C:52]([O:53][CH3:54])=[CH:51][CH:50]=[CH:49][C:45]=1[CH2:46]CN)[CH3:42].CNCC1C=CC2C(=CC=CC=2)C=1CCC. No catalyst specified. The product is [ClH:1].[NH2:2][C:3]1[N:8]=[CH:7][C:6](/[CH:9]=[CH:10]/[C:11]([N:24]([CH2:46][C:45]2[CH:49]=[CH:50][CH:51]=[C:52]([O:53][CH3:54])[C:44]=2[O:43][CH2:41][CH3:42])[CH3:23])=[O:13])=[CH:5][C:4]=1[CH2:14][N:15]1[CH2:20][CH2:19][N:18]([CH3:21])[CH2:17][CH2:16]1. The yield is 0.250.